This data is from Forward reaction prediction with 1.9M reactions from USPTO patents (1976-2016). The task is: Predict the product of the given reaction. (1) The product is: [CH2:12]([O:19][CH:20]1[CH2:25][CH2:24][C:23]([N:28]([CH3:30])[CH3:29])([C:2]2[S:3][CH:4]=[CH:5][CH:6]=2)[CH2:22][CH2:21]1)[C:13]1[CH:18]=[CH:17][CH:16]=[CH:15][CH:14]=1. Given the reactants I[C:2]1[S:3][CH:4]=[CH:5][CH:6]=1.C([Mg]Cl)(C)C.[CH2:12]([O:19][CH:20]1[CH2:25][CH2:24][C:23]([N:28]([CH3:30])[CH3:29])(C#N)[CH2:22][CH2:21]1)[C:13]1[CH:18]=[CH:17][CH:16]=[CH:15][CH:14]=1.[Cl-].[NH4+], predict the reaction product. (2) Given the reactants [NH2:1][C:2]1[C:19]([C:20]#[C:21][Si](C)(C)C)=[CH:18][C:5]([C:6]([N:8]=[S@@:9]([CH3:17])(=[O:16])[C:10]2[CH:15]=[CH:14][CH:13]=[CH:12][CH:11]=2)=[O:7])=[CH:4][N:3]=1.C([O-])([O-])=O.[K+].[K+], predict the reaction product. The product is: [NH2:1][C:2]1[C:19]([C:20]#[CH:21])=[CH:18][C:5]([C:6]([N:8]=[S@@:9]([CH3:17])(=[O:16])[C:10]2[CH:15]=[CH:14][CH:13]=[CH:12][CH:11]=2)=[O:7])=[CH:4][N:3]=1. (3) Given the reactants [CH3:1][C:2]1[S:6][C:5]([C:7]2[C:16]3[C:11](=[CH:12][CH:13]=[C:14](Br)[CH:15]=3)[C:10]([CH3:19])([CH3:18])[CH2:9][CH:8]=2)=[CH:4][CH:3]=1.[Li]C(C)(C)C.CCCCC.CN([CH:33]=[O:34])C.C(=O)=O, predict the reaction product. The product is: [CH3:1][C:2]1[S:6][C:5]([C:7]2[C:16]3[C:11](=[CH:12][CH:13]=[C:14]([CH:33]=[O:34])[CH:15]=3)[C:10]([CH3:19])([CH3:18])[CH2:9][CH:8]=2)=[CH:4][CH:3]=1. (4) Given the reactants [NH2:1][C:2]1[CH2:6][CH2:5][C:4](=[O:7])[CH:3]=1.[Br:8][C:9]1[CH:25]=[CH:24][C:23]([Cl:26])=[CH:22][C:10]=1[CH:11]=[C:12]1C(=O)OC(C)(C)[O:14][C:13]1=O.CN(C(ON1N=NC2C=CC=NC1=2)=[N+](C)C)C.F[P-](F)(F)(F)(F)F.C(N(CC)C(C)C)(C)C, predict the reaction product. The product is: [Br:8][C:9]1[CH:25]=[CH:24][C:23]([Cl:26])=[CH:22][C:10]=1[CH:11]1[CH2:12][C:13](=[O:14])[NH:1][C:2]2[CH2:6][CH2:5][C:4](=[O:7])[C:3]1=2.